This data is from Catalyst prediction with 721,799 reactions and 888 catalyst types from USPTO. The task is: Predict which catalyst facilitates the given reaction. (1) Reactant: [NH2:1][C:2]1[CH:7]=[CH:6][C:5]([C:8]2[N:13]=[C:12]([N:14]3[CH2:19][CH2:18][O:17][CH2:16][CH2:15]3)[N:11]=[C:10]([NH:20][CH:21]3[CH2:24][N:23]([C:25]([O:27][C:28]([CH3:31])([CH3:30])[CH3:29])=[O:26])[CH2:22]3)[N:9]=2)=[CH:4][CH:3]=1.[F:32][C:33]1[CH:38]=[CH:37][C:36]([N:39]=[C:40]=[O:41])=[CH:35][CH:34]=1. Product: [F:32][C:33]1[CH:38]=[CH:37][C:36]([NH:39][C:40]([NH:1][C:2]2[CH:7]=[CH:6][C:5]([C:8]3[N:13]=[C:12]([N:14]4[CH2:19][CH2:18][O:17][CH2:16][CH2:15]4)[N:11]=[C:10]([NH:20][CH:21]4[CH2:24][N:23]([C:25]([O:27][C:28]([CH3:31])([CH3:30])[CH3:29])=[O:26])[CH2:22]4)[N:9]=3)=[CH:4][CH:3]=2)=[O:41])=[CH:35][CH:34]=1. The catalyst class is: 142. (2) Reactant: C(OC([N:8]1[CH2:12][C@@H:11]([CH2:13][N:14]([CH:31]([CH3:33])[CH3:32])[C:15](=[O:30])[C:16]2[CH:21]=[CH:20][C:19]([O:22][CH3:23])=[C:18]([O:24][CH2:25][CH2:26][CH2:27][O:28][CH3:29])[CH:17]=2)[C@H:10]([OH:34])[CH2:9]1)=O)(C)(C)C.Cl[CH2:36][C:37]1[CH:47]=[CH:46][C:40]2[O:41][CH2:42][CH2:43][CH2:44][O:45][C:39]=2[CH:38]=1.CC#N.O.CC#N. Product: [O:41]1[CH2:42][CH2:43][CH2:44][O:45][C:39]2[CH:38]=[C:37]([CH2:36][O:34][C@@H:10]3[CH2:9][NH:8][CH2:12][C@H:11]3[CH2:13][N:14]([CH:31]([CH3:32])[CH3:33])[C:15](=[O:30])[C:16]3[CH:21]=[CH:20][C:19]([O:22][CH3:23])=[C:18]([O:24][CH2:25][CH2:26][CH2:27][O:28][CH3:29])[CH:17]=3)[CH:47]=[CH:46][C:40]1=2. The catalyst class is: 6. (3) Product: [CH:1]1([C@@H:4]([C:11]2[CH:20]=[C:19]3[C:14]([CH2:15][CH2:16][CH:17]([C:21]4[CH:26]=[CH:25][C:24]([C:27]5[CH:32]=[CH:31][N:30]=[C:29]([O:33][CH3:34])[CH:28]=5)=[CH:23][C:22]=4[F:35])[O:18]3)=[CH:13][CH:12]=2)[C@H:5]([CH3:10])[C:6]([OH:8])=[O:7])[CH2:3][CH2:2]1. Reactant: [CH:1]1([C@@H:4]([C:11]2[CH:20]=[C:19]3[C:14]([CH2:15][CH2:16][CH:17]([C:21]4[CH:26]=[CH:25][C:24]([C:27]5[CH:32]=[CH:31][N:30]=[C:29]([O:33][CH3:34])[CH:28]=5)=[CH:23][C:22]=4[F:35])[O:18]3)=[CH:13][CH:12]=2)[C@H:5]([CH3:10])[C:6]([O:8]C)=[O:7])[CH2:3][CH2:2]1.[Li+].[OH-]. The catalyst class is: 92.